This data is from NCI-60 drug combinations with 297,098 pairs across 59 cell lines. The task is: Regression. Given two drug SMILES strings and cell line genomic features, predict the synergy score measuring deviation from expected non-interaction effect. (1) Drug 1: C1=C(C(=O)NC(=O)N1)F. Drug 2: CC1=C(C(=CC=C1)Cl)NC(=O)C2=CN=C(S2)NC3=CC(=NC(=N3)C)N4CCN(CC4)CCO. Cell line: LOX IMVI. Synergy scores: CSS=49.3, Synergy_ZIP=-7.73, Synergy_Bliss=-6.06, Synergy_Loewe=-3.65, Synergy_HSA=-0.472. (2) Drug 1: CCC(=C(C1=CC=CC=C1)C2=CC=C(C=C2)OCCN(C)C)C3=CC=CC=C3.C(C(=O)O)C(CC(=O)O)(C(=O)O)O. Drug 2: CC1C(C(CC(O1)OC2CC(CC3=C2C(=C4C(=C3O)C(=O)C5=CC=CC=C5C4=O)O)(C(=O)C)O)N)O. Cell line: SN12C. Synergy scores: CSS=35.2, Synergy_ZIP=-3.72, Synergy_Bliss=-6.67, Synergy_Loewe=-13.7, Synergy_HSA=-3.77.